Dataset: Catalyst prediction with 721,799 reactions and 888 catalyst types from USPTO. Task: Predict which catalyst facilitates the given reaction. (1) Reactant: Br[C:2]1[CH:7]=[CH:6][C:5]([NH:8][C:9]([C:11]2[N:19]3[C:14]([CH:15]=[C:16]([CH:20]([CH3:22])[CH3:21])[CH:17]=[CH:18]3)=[C:13]([C:23](=[O:28])[C:24]([CH3:27])([CH3:26])[CH3:25])[C:12]=2[CH2:29][C:30]([CH3:37])([CH3:36])[C:31]([O:33][CH2:34][CH3:35])=[O:32])=[O:10])=[CH:4][CH:3]=1.[CH3:38][O:39][C:40]1[CH:45]=[CH:44][C:43](B(O)O)=[CH:42][N:41]=1.O. Product: [CH3:25][C:24]([CH3:27])([CH3:26])[C:23]([C:13]1[C:12]([CH2:29][C:30]([CH3:37])([CH3:36])[C:31]([O:33][CH2:34][CH3:35])=[O:32])=[C:11]([C:9](=[O:10])[NH:8][C:5]2[CH:6]=[CH:7][C:2]([C:43]3[CH:42]=[N:41][C:40]([O:39][CH3:38])=[CH:45][CH:44]=3)=[CH:3][CH:4]=2)[N:19]2[C:14]=1[CH:15]=[C:16]([CH:20]([CH3:22])[CH3:21])[CH:17]=[CH:18]2)=[O:28]. The catalyst class is: 77. (2) Reactant: [Br:1][C:2]1[C:7](=[O:8])[N:6]2[C:9]3([NH:13][C:14](=[O:15])[C:5]2=[C:4]([Cl:16])[CH:3]=1)[CH2:12][NH:11][CH2:10]3.O.[C:18](O[C:18]([O:20][C:21]([CH3:24])([CH3:23])[CH3:22])=[O:19])([O:20][C:21]([CH3:24])([CH3:23])[CH3:22])=[O:19].[OH-].[Na+]. Product: [Br:1][C:2]1[C:7](=[O:8])[N:6]2[C:9]3([NH:13][C:14](=[O:15])[C:5]2=[C:4]([Cl:16])[CH:3]=1)[CH2:12][N:11]([C:18]([O:20][C:21]([CH3:24])([CH3:23])[CH3:22])=[O:19])[CH2:10]3. The catalyst class is: 12. (3) Reactant: [C:1]([O:9]C(=O)C1C=CC=CC=1)(=O)[C:2]1[CH:7]=[CH:6][CH:5]=[CH:4][CH:3]=1.[ClH:18].[OH:19][C@H:20]([CH2:25][CH2:26][CH2:27][CH2:28][CH2:29][CH2:30][CH2:31][CH2:32][CH2:33][CH2:34][CH3:35])[CH2:21][C:22]([OH:24])=O.[OH-].[Na+]. Product: [C:1]([O:19][C@H:20]([CH2:25][CH2:26][CH2:27][CH2:28][CH2:29][CH2:30][CH2:31][CH2:32][CH2:33][CH2:34][CH3:35])[CH2:21][C:22]([Cl:18])=[O:24])(=[O:9])[C:2]1[CH:7]=[CH:6][CH:5]=[CH:4][CH:3]=1. The catalyst class is: 1. (4) Reactant: Br[C:2]1[CH:3]=[C:4]2[C:9](=[CH:10][CH:11]=1)[N:8]=[CH:7][CH:6]=[C:5]2[N:12]1[CH2:17][CH2:16][O:15][CH2:14][CH2:13]1.C([Li])CCC.CN(C)[CH:25]=[O:26]. Product: [N:12]1([C:5]2[C:4]3[C:9](=[CH:10][CH:11]=[C:2]([CH:25]=[O:26])[CH:3]=3)[N:8]=[CH:7][CH:6]=2)[CH2:17][CH2:16][O:15][CH2:14][CH2:13]1. The catalyst class is: 683. (5) Reactant: [C:1]([N:3]1[CH2:8][CH2:7][N:6]([C:9]([O:11][C:12]([CH3:15])([CH3:14])[CH3:13])=[O:10])[CH2:5][CH2:4]1)#[N:2].Cl.[NH2:17][OH:18].C(N(CC)CC)C. The catalyst class is: 8. Product: [OH:18][NH:17][C:1]([N:3]1[CH2:4][CH2:5][N:6]([C:9]([O:11][C:12]([CH3:15])([CH3:14])[CH3:13])=[O:10])[CH2:7][CH2:8]1)=[NH:2]. (6) Reactant: C[O:2][C:3](=[O:24])[C@@H:4]([N:9]1[CH2:13][C:12]([O:14][C:15]2[CH:20]=[C:19]([F:21])[CH:18]=[CH:17][C:16]=2[F:22])=[CH:11][C:10]1=[O:23])[CH2:5][CH:6]([CH3:8])[CH3:7].O.[OH-].[Li+].Cl. Product: [F:22][C:16]1[CH:17]=[CH:18][C:19]([F:21])=[CH:20][C:15]=1[O:14][C:12]1[CH2:13][N:9]([C@@H:4]([CH2:5][CH:6]([CH3:8])[CH3:7])[C:3]([OH:24])=[O:2])[C:10](=[O:23])[CH:11]=1. The catalyst class is: 30. (7) Reactant: O[CH2:2][CH2:3][O:4][C:5]1[CH:6]=[CH:7][C:8]([C:20]2[NH:29][C:28](=[O:30])[C:27]3[C:22](=[CH:23][C:24]([O:33][CH3:34])=[CH:25][C:26]=3[O:31][CH3:32])[N:21]=2)=[N:9][C:10]=1[C:11]1[CH:16]=[CH:15][C:14]([S:17]([CH3:19])=O)=[CH:13][CH:12]=1.P(Br)(Br)[Br:36]. Product: [Br:36][CH2:2][CH2:3][O:4][C:5]1[CH:6]=[CH:7][C:8]([C:20]2[NH:29][C:28](=[O:30])[C:27]3[C:22](=[CH:23][C:24]([O:33][CH3:34])=[CH:25][C:26]=3[O:31][CH3:32])[N:21]=2)=[N:9][C:10]=1[C:11]1[CH:16]=[CH:15][C:14]([S:17][CH3:19])=[CH:13][CH:12]=1. The catalyst class is: 3. (8) Reactant: [N+:1]([C:4]1[CH:12]=[C:11]2[C:7]([C:8]([NH:13][CH2:14][CH2:15][N:16]3[CH2:21][CH2:20][CH2:19][CH2:18][CH2:17]3)=[N:9][NH:10]2)=[CH:6][CH:5]=1)([O-:3])=[O:2].[O:22](C(OC(C)(C)C)=O)[C:23]([O:25][C:26]([CH3:29])([CH3:28])[CH3:27])=O.O.[C:38](=[O:41])(O)[O-:39].[Na+]. Product: [C:7]([O:39][C:38]([N:10]1[C:11]2[C:7](=[CH:6][CH:5]=[C:4]([N+:1]([O-:3])=[O:2])[CH:12]=2)[C:8]([N:13]([C:23]([O:25][C:26]([CH3:29])([CH3:28])[CH3:27])=[O:22])[CH2:14][CH2:15][N:16]2[CH2:17][CH2:18][CH2:19][CH2:20][CH2:21]2)=[N:9]1)=[O:41])([CH3:11])([CH3:8])[CH3:6]. The catalyst class is: 251. (9) Reactant: [CH:1]([C:4]1[CH:9]=[CH:8][C:7]([C:10]2[S:14][CH:13]=[C:12]([C:15]3[CH:16]=[C:17]([CH:23]=[CH:24][CH:25]=3)[C:18]([O:20]CC)=[O:19])[CH:11]=2)=[CH:6][CH:5]=1)([CH3:3])[CH3:2].O[Li].O.Cl. Product: [CH:1]([C:4]1[CH:5]=[CH:6][C:7]([C:10]2[S:14][CH:13]=[C:12]([C:15]3[CH:16]=[C:17]([CH:23]=[CH:24][CH:25]=3)[C:18]([OH:20])=[O:19])[CH:11]=2)=[CH:8][CH:9]=1)([CH3:3])[CH3:2]. The catalyst class is: 24. (10) Reactant: [C:1]1([S:7](Cl)(=[O:9])=[O:8])[CH:6]=[CH:5][CH:4]=[CH:3][CH:2]=1.[NH:11]1[C:19]2[C:14](=[CH:15][CH:16]=[CH:17][CH:18]=2)[CH2:13][CH2:12]1.CCN(CC)CC. Product: [C:1]1([S:7]([N:11]2[C:19]3[C:14](=[CH:15][CH:16]=[CH:17][CH:18]=3)[CH2:13][CH2:12]2)(=[O:9])=[O:8])[CH:6]=[CH:5][CH:4]=[CH:3][CH:2]=1. The catalyst class is: 142.